From a dataset of Full USPTO retrosynthesis dataset with 1.9M reactions from patents (1976-2016). Predict the reactants needed to synthesize the given product. Given the product [NH:1]1[C:3]2=[N+:4]([O-:21])[CH:5]=[CH:6][CH:7]=[C:8]2[CH:9]=[CH:10]1, predict the reactants needed to synthesize it. The reactants are: [N:1]1[C:10]2[C:5](=[CH:6][CH:7]=[CH:8][CH:9]=2)[N:4]=[CH:3]C=1C=O.C1C=C(Cl)C=C(C(OO)=[O:21])C=1.